Dataset: Catalyst prediction with 721,799 reactions and 888 catalyst types from USPTO. Task: Predict which catalyst facilitates the given reaction. (1) Reactant: C([N:3]([CH2:6]C)CC)C.Cl.[CH3:9][O:10]N.[NH2:12][C:13]1[CH:18]=[CH:17][C:16]([C:19]2[S:44][C:22]3[N:23]([CH2:35][C:36]4[C:41]([F:42])=[CH:40][CH:39]=[CH:38][C:37]=4[F:43])[C:24](=[O:34])[N:25]([C:28]4[CH:33]=[CH:32][CH:31]=[CH:30][CH:29]=4)[C:26](=[O:27])[C:21]=3[C:20]=2[CH2:45][N:46]([CH2:48][C:49]2[CH:54]=[CH:53][CH:52]=[CH:51][CH:50]=2)[CH3:47])=[CH:15][CH:14]=1.[OH2:55]. Product: [CH2:48]([N:46]([CH2:45][C:20]1[C:21]2[C:26](=[O:27])[N:25]([C:28]3[CH:29]=[CH:30][CH:31]=[CH:32][CH:33]=3)[C:24](=[O:34])[N:23]([CH2:35][C:36]3[C:37]([F:43])=[CH:38][CH:39]=[CH:40][C:41]=3[F:42])[C:22]=2[S:44][C:19]=1[C:16]1[CH:15]=[CH:14][C:13]([NH:12][C:6]([NH:3][O:10][CH3:9])=[O:55])=[CH:18][CH:17]=1)[CH3:47])[C:49]1[CH:50]=[CH:51][CH:52]=[CH:53][CH:54]=1. The catalyst class is: 348. (2) Reactant: C([O-])([O-])=O.[K+].[K+].Cl[C:8]1[CH:13]=[CH:12][C:11]([CH2:14][Cl:15])=[CH:10][N:9]=1.C1OCCOCCOCCOCCOCCOC1.[CH2:34]([O:36][C:37]([C:39]1[C:47]2[C:42](=[CH:43][CH:44]=[C:45]([OH:48])[CH:46]=2)[N:41]([C:49]2[CH:54]=[CH:53][C:52]([O:55][C:56]([F:59])([F:58])[F:57])=[CH:51][CH:50]=2)[C:40]=1[CH2:60][C:61]([O:63][CH2:64][CH3:65])=[O:62])=[O:38])[CH3:35]. Product: [CH2:34]([O:36][C:37]([C:39]1[C:47]2[C:42](=[CH:43][CH:44]=[C:45]([O:48][C:8]3[CH:13]=[CH:12][C:11]([CH2:14][Cl:15])=[CH:10][N:9]=3)[CH:46]=2)[N:41]([C:49]2[CH:50]=[CH:51][C:52]([O:55][C:56]([F:59])([F:57])[F:58])=[CH:53][CH:54]=2)[C:40]=1[CH2:60][C:61]([O:63][CH2:64][CH3:65])=[O:62])=[O:38])[CH3:35]. The catalyst class is: 329.